This data is from Full USPTO retrosynthesis dataset with 1.9M reactions from patents (1976-2016). The task is: Predict the reactants needed to synthesize the given product. (1) Given the product [N:12]1[C:13]2[C:8](=[CH:7][C:6]([C:4](=[O:5])[CH3:17])=[CH:15][CH:14]=2)[CH:9]=[CH:10][CH:11]=1, predict the reactants needed to synthesize it. The reactants are: CON(C)[C:4]([C:6]1[CH:7]=[C:8]2[C:13](=[CH:14][CH:15]=1)[N:12]=[CH:11][CH:10]=[CH:9]2)=[O:5].[CH2:17]1COCC1.C[Mg+].[Br-].Cl. (2) Given the product [C:1]([N:4]1[CH2:9][CH2:8][N:7]([S:24]([C:21]2[CH:22]=[CH:23][C:18]([Br:17])=[CH:19][CH:20]=2)(=[O:26])=[O:25])[CH2:6][CH2:5]1)(=[O:3])[CH3:2], predict the reactants needed to synthesize it. The reactants are: [C:1]([N:4]1[CH2:9][CH2:8][NH:7][CH2:6][CH2:5]1)(=[O:3])[CH3:2].C(N(CC)CC)C.[Br:17][C:18]1[CH:23]=[CH:22][C:21]([S:24](Cl)(=[O:26])=[O:25])=[CH:20][CH:19]=1. (3) The reactants are: [NH2:1][C:2]1[CH:3]=[C:4]([C:9]2[C:17]3[C:16]([NH:18][C@H:19]([C:21]4[N:26]([C:27]5[CH:32]=[CH:31][CH:30]=[CH:29][CH:28]=5)[C:25](=[O:33])[C:24]5=[C:34]([CH3:37])[CH:35]=[CH:36][N:23]5[N:22]=4)[CH3:20])=[N:15][CH:14]=[N:13][C:12]=3[N:11]([CH2:38][O:39][CH2:40][CH2:41][Si:42]([CH3:45])([CH3:44])[CH3:43])[CH:10]=2)[CH:5]=[C:6]([OH:8])[CH:7]=1.N1C=CC=CC=1.[S:52](Cl)(=[O:55])(=[O:54])[NH2:53].O. Given the product [OH:8][C:6]1[CH:7]=[C:2]([NH:1][S:52]([NH2:53])(=[O:55])=[O:54])[CH:3]=[C:4]([C:9]2[C:17]3[C:16]([NH:18][C@H:19]([C:21]4[N:26]([C:27]5[CH:32]=[CH:31][CH:30]=[CH:29][CH:28]=5)[C:25](=[O:33])[C:24]5=[C:34]([CH3:37])[CH:35]=[CH:36][N:23]5[N:22]=4)[CH3:20])=[N:15][CH:14]=[N:13][C:12]=3[N:11]([CH2:38][O:39][CH2:40][CH2:41][Si:42]([CH3:43])([CH3:45])[CH3:44])[CH:10]=2)[CH:5]=1, predict the reactants needed to synthesize it. (4) Given the product [C:10]([NH:9][C:7]([C:5]1[S:6][C:2]([C:21]2[CH:20]=[C:19]([C:18](=[O:35])[NH:17][CH:14]3[CH2:16][CH2:15]3)[CH:24]=[CH:23][C:22]=2[CH3:25])=[CH:3][CH:4]=1)=[O:8])([CH3:13])([CH3:12])[CH3:11], predict the reactants needed to synthesize it. The reactants are: Br[C:2]1[S:6][C:5]([C:7]([NH:9][C:10]([CH3:13])([CH3:12])[CH3:11])=[O:8])=[CH:4][CH:3]=1.[CH:14]1([NH:17][C:18](=[O:35])[C:19]2[CH:24]=[CH:23][C:22]([CH3:25])=[C:21](B3OC(C)(C)C(C)(C)O3)[CH:20]=2)[CH2:16][CH2:15]1.[F-].[Cs+].O1CCOCC1. (5) Given the product [F:26][C:25]([F:28])([F:27])[C:24]1[N:20]([C:18]2[CH:17]=[CH:16][CH:15]=[C:14]([C:9]3[CH:10]=[CH:11][CH:12]=[CH:13][C:8]=3[O:7][CH2:6][C:5]3[CH:34]=[CH:35][C:2]([C:41]4[CH:42]=[CH:43][C:38]([C:37]([F:48])([F:47])[F:36])=[CH:39][CH:40]=4)=[CH:3][CH:4]=3)[N:19]=2)[N:21]=[CH:22][C:23]=1[C:29]([O:31][CH2:32][CH3:33])=[O:30], predict the reactants needed to synthesize it. The reactants are: Br[C:2]1[CH:35]=[CH:34][C:5]([CH2:6][O:7][C:8]2[CH:13]=[CH:12][CH:11]=[CH:10][C:9]=2[C:14]2[N:19]=[C:18]([N:20]3[C:24]([C:25]([F:28])([F:27])[F:26])=[C:23]([C:29]([O:31][CH2:32][CH3:33])=[O:30])[CH:22]=[N:21]3)[CH:17]=[CH:16][CH:15]=2)=[CH:4][CH:3]=1.[F:36][C:37]([F:48])([F:47])[C:38]1[CH:43]=[CH:42][C:41](B(O)O)=[CH:40][CH:39]=1.C(=O)([O-])[O-].[Na+].[Na+]. (6) The reactants are: [Br:1][C:2]1[CH:17]=[CH:16][C:5]2[N:6]=[C:7]([O:9][CH:10]3[CH2:15][CH2:14][NH:13][CH2:12][CH2:11]3)[S:8][C:4]=2[CH:3]=1.Cl[C:19]1[N:24]=[CH:23][C:22]([CH2:25][CH2:26][CH3:27])=[CH:21][N:20]=1.C([O-])([O-])=O.[K+].[K+]. Given the product [Br:1][C:2]1[CH:17]=[CH:16][C:5]2[N:6]=[C:7]([O:9][CH:10]3[CH2:11][CH2:12][N:13]([C:19]4[N:24]=[CH:23][C:22]([CH2:25][CH2:26][CH3:27])=[CH:21][N:20]=4)[CH2:14][CH2:15]3)[S:8][C:4]=2[CH:3]=1, predict the reactants needed to synthesize it.